From a dataset of Full USPTO retrosynthesis dataset with 1.9M reactions from patents (1976-2016). Predict the reactants needed to synthesize the given product. (1) The reactants are: [OH:1][C:2]1[CH:3]=[C:4]2[C:9](=[CH:10][CH:11]=1)[C:8](=[O:12])[C:7]([CH3:13])=[C:6]([CH3:14])[C:5]2=[O:15].[N+](=[CH2:18])=[N-]. Given the product [OH:1][C:2]1[CH:3]=[C:4]2[C:9]([C:8](=[O:12])[C:7]([CH3:13])=[C:6]([CH3:14])[C:5]2=[O:15])=[C:10]([CH3:18])[CH:11]=1, predict the reactants needed to synthesize it. (2) Given the product [F:33][CH:34]1[CH2:39][CH2:38][N:37]([C:2]2[N:7]=[CH:6][C:5]([C:8]([N:10]([CH3:32])[C:11]3[CH:16]=[CH:15][C:14]([CH2:17][N:18]4[CH2:23][CH2:22][N:21]([C:24]([O:26][C:27]([CH3:30])([CH3:29])[CH3:28])=[O:25])[C@@H:20]([CH3:31])[CH2:19]4)=[CH:13][CH:12]=3)=[O:9])=[CH:4][CH:3]=2)[CH2:36][CH2:35]1, predict the reactants needed to synthesize it. The reactants are: Br[C:2]1[N:7]=[CH:6][C:5]([C:8]([N:10]([CH3:32])[C:11]2[CH:16]=[CH:15][C:14]([CH2:17][N:18]3[CH2:23][CH2:22][N:21]([C:24]([O:26][C:27]([CH3:30])([CH3:29])[CH3:28])=[O:25])[C@@H:20]([CH3:31])[CH2:19]3)=[CH:13][CH:12]=2)=[O:9])=[CH:4][CH:3]=1.[F:33][CH:34]1[CH2:39][CH2:38][NH:37][CH2:36][CH2:35]1.C(N(CC)CC)C. (3) Given the product [C:1]([O:5][C:6]([N:8]1[CH2:13][CH2:12][N:11]([CH:28]2[CH2:29][CH2:30][N:25]([C:23]([O:22][CH2:15][C:16]3[CH:17]=[CH:18][CH:19]=[CH:20][CH:21]=3)=[O:24])[CH2:26][CH2:27]2)[C@@H:10]([CH3:14])[CH2:9]1)=[O:7])([CH3:4])([CH3:2])[CH3:3], predict the reactants needed to synthesize it. The reactants are: [C:1]([O:5][C:6]([N:8]1[CH2:13][CH2:12][NH:11][C@@H:10]([CH3:14])[CH2:9]1)=[O:7])([CH3:4])([CH3:3])[CH3:2].[CH2:15]([O:22][C:23]([N:25]1[CH2:30][CH2:29][C:28](=O)[CH2:27][CH2:26]1)=[O:24])[C:16]1[CH:21]=[CH:20][CH:19]=[CH:18][CH:17]=1.C([BH3-])#N.[Na+].[OH-].[Na+]. (4) Given the product [ClH:29].[ClH:29].[NH2:1][C:4]1[CH:5]=[CH:6][C:7]([CH2:8][N:9]2[CH2:14][CH2:13][N:12]([CH:15]([C:17]([C:19]3[CH:28]=[CH:27][C:26]4[C:21](=[CH:22][CH:23]=[C:24]([O:30][CH3:31])[C:25]=4[Cl:29])[CH:20]=3)=[O:18])[CH3:16])[CH2:11][CH2:10]2)=[CH:32][CH:33]=1, predict the reactants needed to synthesize it. The reactants are: [N+:1]([C:4]1[CH:33]=[CH:32][C:7]([CH2:8][N:9]2[CH2:14][CH2:13][N:12]([CH:15]([C:17]([C:19]3[CH:28]=[CH:27][C:26]4[C:21](=[CH:22][CH:23]=[C:24]([O:30][CH3:31])[C:25]=4[Cl:29])[CH:20]=3)=[O:18])[CH3:16])[CH2:11][CH2:10]2)=[CH:6][CH:5]=1)([O-])=O.O. (5) Given the product [C:12]([NH:1][C:2]1[CH:10]=[CH:9][C:5]([C:6]([OH:8])=[O:7])=[C:4]([OH:11])[CH:3]=1)(=[O:16])[CH2:13][CH2:14][CH3:15], predict the reactants needed to synthesize it. The reactants are: [NH2:1][C:2]1[CH:3]=[C:4]([OH:11])[C:5](=[CH:9][CH:10]=1)[C:6]([OH:8])=[O:7].[C:12](O)(=[O:16])[CH2:13][CH2:14][CH3:15].B(F)(F)F.CCOCC.Cl.